Dataset: Full USPTO retrosynthesis dataset with 1.9M reactions from patents (1976-2016). Task: Predict the reactants needed to synthesize the given product. (1) Given the product [CH3:18][N:19]([CH:21]=[N:6][C:5]1[CH:7]=[CH:8][N:1]([CH3:10])[C:2](=[O:3])[N:4]=1)[CH3:20], predict the reactants needed to synthesize it. The reactants are: [NH:1]1[CH:8]=[CH:7][C:5]([NH2:6])=[N:4][C:2]1=[O:3].F[C:10](F)(F)C(O)=O.CO[CH:18](OC)[N:19]([CH3:21])[CH3:20]. (2) Given the product [CH2:16]([N:10]1[C:9](=[O:23])[C:8]2[C:7]([C:24]3[CH:25]=[N:26][CH:27]=[C:28]([F:30])[CH:29]=3)=[N:6][C:5]([C:3]([NH:38][CH2:39][C:40]([CH3:45])([CH3:44])[C:41]([OH:43])=[O:42])=[O:4])=[C:14]([OH:15])[C:13]=2[CH:12]=[CH:11]1)[C:17]1[CH:22]=[CH:21][CH:20]=[CH:19][CH:18]=1, predict the reactants needed to synthesize it. The reactants are: CO[C:3]([C:5]1[N:6]=[C:7]([C:24]2[CH:25]=[N:26][CH:27]=[C:28]([F:30])[CH:29]=2)[C:8]2[C:9](=[O:23])[N:10]([CH2:16][C:17]3[CH:22]=[CH:21][CH:20]=[CH:19][CH:18]=3)[CH:11]=[CH:12][C:13]=2[C:14]=1[OH:15])=[O:4].OC(C(F)(F)F)=O.[NH2:38][CH2:39][C:40]([CH3:45])([CH3:44])[C:41]([OH:43])=[O:42].C[O-].[Na+]. (3) Given the product [Br:1][C:2]1[N:3]=[CH:4][C:5]([N:13]2[CH2:14][C:10]([CH3:15])([CH3:17])[CH2:11][C:12]2=[O:16])=[N:6][CH:7]=1, predict the reactants needed to synthesize it. The reactants are: [Br:1][C:2]1[CH:7]=[N:6][C:5](I)=[CH:4][N:3]=1.C[C:10]1([CH3:17])[CH2:15][CH2:14][NH:13][C:12](=[O:16])[CH2:11]1. (4) Given the product [NH2:17][C:7]1[CH:6]=[CH:5][CH:4]=[C:3]([O:2][CH3:1])[C:8]=1[CH2:9][N:10]([CH2:11][C:12]([O:14][CH2:15][CH3:16])=[O:13])[C:25](=[O:26])[C:24]1[CH:28]=[CH:29][C:21]([Cl:20])=[CH:22][CH:23]=1, predict the reactants needed to synthesize it. The reactants are: [CH3:1][O:2][C:3]1[C:8]([CH2:9][NH:10][CH2:11][C:12]([O:14][CH2:15][CH3:16])=[O:13])=[C:7]([N+:17]([O-])=O)[CH:6]=[CH:5][CH:4]=1.[Cl:20][C:21]1[CH:29]=[CH:28][C:24]([C:25](Cl)=[O:26])=[CH:23][CH:22]=1.C(N(CC)CC)C.[H][H].